Task: Predict the reactants needed to synthesize the given product.. Dataset: Full USPTO retrosynthesis dataset with 1.9M reactions from patents (1976-2016) Given the product [C:4]([OH:6])(=[O:5])[CH2:3][CH2:2][CH2:10][CH2:9][C:20]([OH:23])=[O:22], predict the reactants needed to synthesize it. The reactants are: Cl[C:2]1[CH:10]=[CH:9]C=C(Cl)[C:3]=1[C:4]([OH:6])=[O:5].OO.C1CCCCC=1.[C:20]([O-:23])([OH:22])=O.[Na+].